This data is from Forward reaction prediction with 1.9M reactions from USPTO patents (1976-2016). The task is: Predict the product of the given reaction. (1) Given the reactants [Cl:1][C:2]1[CH:7]=[C:6]([Cl:8])[N:5]=[CH:4][C:3]=1[C:9](OC)=[O:10].CC(C[AlH]CC(C)C)C, predict the reaction product. The product is: [Cl:1][C:2]1[CH:7]=[C:6]([Cl:8])[N:5]=[CH:4][C:3]=1[CH:9]=[O:10]. (2) The product is: [C:1]([C:9]1[CH:19]=[CH:18][C:12]([O:13][CH2:14][CH:15]([OH:22])[CH2:17][OH:16])=[CH:11][CH:10]=1)(=[O:8])[C:2]1[CH:7]=[CH:6][CH:5]=[CH:4][CH:3]=1. Given the reactants [C:1]([C:9]1[CH:19]=[CH:18][C:12]([O:13][CH2:14][CH:15]2[CH2:17][O:16]2)=[CH:11][CH:10]=1)(=[O:8])[C:2]1[CH:7]=[CH:6][CH:5]=[CH:4][CH:3]=1.O.Cl(O)(=O)(=O)=[O:22].FC(F)(F)C(O)=O, predict the reaction product. (3) Given the reactants [Cl:1][C:2]1[N:10]=[C:9]([CH3:11])[CH:8]=[CH:7][C:3]=1[C:4]([OH:6])=O.C1C=CC2N(O)N=NC=2C=1.C(N(CC)CC)C.CCN=C=NCCCN(C)C.[CH3:40][O:41][C:42]([C@H:44]1[CH2:49][CH2:48][C@@H:47]([NH2:50])[CH2:46][CH2:45]1)=[O:43], predict the reaction product. The product is: [Cl:1][C:2]1[C:3]([C:4]([NH:50][C@@H:47]2[CH2:46][CH2:45][C@H:44]([C:42]([O:41][CH3:40])=[O:43])[CH2:49][CH2:48]2)=[O:6])=[CH:7][CH:8]=[C:9]([CH3:11])[N:10]=1. (4) Given the reactants C([O:3][C:4]([C:6]1[N:7]=[C:8]([C:11]2([NH:14][C:15]([O:17][CH2:18][C:19]3[CH:24]=[CH:23][CH:22]=[CH:21][CH:20]=3)=[O:16])[CH2:13][CH2:12]2)[O:9][CH:10]=1)=[O:5])C.[OH-].[Na+].Cl, predict the reaction product. The product is: [CH2:18]([O:17][C:15]([NH:14][C:11]1([C:8]2[O:9][CH:10]=[C:6]([C:4]([OH:5])=[O:3])[N:7]=2)[CH2:13][CH2:12]1)=[O:16])[C:19]1[CH:20]=[CH:21][CH:22]=[CH:23][CH:24]=1. (5) Given the reactants [F:1][C:2]1[CH:3]=[CH:4][C:5]([N+:9]([O-:11])=[O:10])=[C:6]([OH:8])[CH:7]=1.[CH2:12](I)[C:13]1[CH:18]=[CH:17][CH:16]=[CH:15][CH:14]=1.C(=O)([O-])[O-].[K+].[K+], predict the reaction product. The product is: [F:1][C:2]1[CH:3]=[CH:4][C:5]([N+:9]([O-:11])=[O:10])=[C:6]([O:8][CH2:12][C:13]2[CH:18]=[CH:17][CH:16]=[CH:15][CH:14]=2)[CH:7]=1. (6) Given the reactants [CH2:1]([O:3][C:4]([C:6]1[N:10]([CH2:11][C:12]2[CH:17]=[CH:16][CH:15]=[C:14]([Cl:18])[CH:13]=2)[C:9]2[CH:19]=[C:20](Br)[S:21][C:8]=2[C:7]=1I)=[O:5])[CH3:2].[C:24]([C:28]1[CH:33]=[CH:32][C:31](B(O)O)=[CH:30][CH:29]=1)([CH3:27])([CH3:26])[CH3:25], predict the reaction product. The product is: [CH2:1]([O:3][C:4]([C:6]1[N:10]([CH2:11][C:12]2[CH:17]=[CH:16][CH:15]=[C:14]([Cl:18])[CH:13]=2)[C:9]2[CH:19]=[C:20]([C:31]3[CH:32]=[CH:33][C:28]([C:24]([CH3:27])([CH3:26])[CH3:25])=[CH:29][CH:30]=3)[S:21][C:8]=2[C:7]=1[C:31]1[CH:32]=[CH:33][C:28]([C:24]([CH3:27])([CH3:26])[CH3:25])=[CH:29][CH:30]=1)=[O:5])[CH3:2]. (7) Given the reactants [N+:1]([C:4]1[CH:5]=[CH:6][C:7]([NH2:10])=[N:8][CH:9]=1)([O-:3])=[O:2].[C:11](O[C:11]([O:13][C:14]([CH3:17])([CH3:16])[CH3:15])=[O:12])([O:13][C:14]([CH3:17])([CH3:16])[CH3:15])=[O:12].CCOC(C)=O, predict the reaction product. The product is: [N+:1]([C:4]1[CH:5]=[CH:6][C:7]([NH:10][C:11](=[O:12])[O:13][C:14]([CH3:17])([CH3:16])[CH3:15])=[N:8][CH:9]=1)([O-:3])=[O:2]. (8) Given the reactants C(N(CC)CC)C.[Cl:8][C:9]1[CH:17]=[C:16]2[C:12]([C:13]([CH:25]=[O:26])=[CH:14][N:15]2C(OC(C)(C)C)=O)=[CH:11][CH:10]=1.[CH:27](=[N:34][C:35]1[CH:40]=[CH:39][CH:38]=[C:37]([O:41][CH3:42])[CH:36]=1)[C:28]1[CH:33]=[CH:32][CH:31]=[CH:30][CH:29]=1, predict the reaction product. The product is: [Cl:8][C:9]1[CH:17]=[C:16]2[C:12]([C:13]([C:25](=[O:26])[CH:27]([NH:34][C:35]3[CH:40]=[CH:39][CH:38]=[C:37]([O:41][CH3:42])[CH:36]=3)[C:28]3[CH:29]=[CH:30][CH:31]=[CH:32][CH:33]=3)=[CH:14][NH:15]2)=[CH:11][CH:10]=1.